Dataset: Reaction yield outcomes from USPTO patents with 853,638 reactions. Task: Predict the reaction yield, written as a fraction of the theoretical maximum amount of product (1.0 means a 100% yield; for example, 0.34 means a 34% yield). (1) The reactants are [H-].[Na+].[Cl:3][C:4]1[CH:5]=[C:6]([C:10]2[O:14][N:13]=[C:12]([NH:15][CH3:16])[N:11]=2)[CH:7]=[CH:8][CH:9]=1.Cl[CH2:18][C:19]1[N:20]([CH3:30])[C:21]([C:24]2[CH:29]=[CH:28][N:27]=[CH:26][CH:25]=2)=[N:22][N:23]=1.[NH4+].[Cl-]. The catalyst is CN(C=O)C. The product is [Cl:3][C:4]1[CH:5]=[C:6]([C:10]2[O:14][N:13]=[C:12]([N:15]([CH3:16])[CH2:18][C:19]3[N:20]([CH3:30])[C:21]([C:24]4[CH:29]=[CH:28][N:27]=[CH:26][CH:25]=4)=[N:22][N:23]=3)[N:11]=2)[CH:7]=[CH:8][CH:9]=1. The yield is 0.540. (2) The reactants are [CH3:1]COCC.C[Si](C=[N+]=[N-])(C)C.[Cl:13][C:14]1[CH:15]=[C:16]([C:42]([OH:44])=[O:43])[C:17]2[C:18]([CH:41]=1)=[N:19][N:20]([CH2:22][C:23]([C:39]#[N:40])([NH:25][C:26]([C:28]1[CH:33]=[CH:32][C:31]([O:34][C:35]([F:38])([F:37])[F:36])=[CH:30][CH:29]=1)=[O:27])[CH3:24])[N:21]=2. The catalyst is C1COCC1.CO. The product is [Cl:13][C:14]1[CH:15]=[C:16]([C:42]([O:44][CH3:1])=[O:43])[C:17]2[C:18]([CH:41]=1)=[N:19][N:20]([CH2:22][C:23]([C:39]#[N:40])([NH:25][C:26]([C:28]1[CH:29]=[CH:30][C:31]([O:34][C:35]([F:37])([F:36])[F:38])=[CH:32][CH:33]=1)=[O:27])[CH3:24])[N:21]=2. The yield is 0.400. (3) The reactants are [CH2:1]([OH:6])[CH2:2][CH2:3][C:4]#[CH:5].CN(C)C.[S:11](Cl)([C:14]1[CH:20]=[CH:19][C:17]([CH3:18])=[CH:16][CH:15]=1)(=[O:13])=[O:12]. The catalyst is C(Cl)Cl. The product is [CH2:1]([O:6][S:11]([C:14]1[CH:20]=[CH:19][C:17]([CH3:18])=[CH:16][CH:15]=1)(=[O:13])=[O:12])[CH2:2][CH2:3][C:4]#[CH:5]. The yield is 0.840. (4) The reactants are [Br:1][C:2]1[C:3]2[C:4]3[CH2:23][CH2:22][N:21](C(OC(C)(C)C)=O)[CH2:20][CH2:19][C:5]=3[N:6]([CH2:11][C:12]([O:14][CH2:15][CH:16]([CH3:18])[CH3:17])=[O:13])[C:7]=2[CH:8]=[CH:9][CH:10]=1.FC(F)(F)C(O)=O. The catalyst is C(Cl)Cl. The product is [Br:1][C:2]1[C:3]2[C:4]3[CH2:23][CH2:22][NH:21][CH2:20][CH2:19][C:5]=3[N:6]([CH2:11][C:12]([O:14][CH2:15][CH:16]([CH3:18])[CH3:17])=[O:13])[C:7]=2[CH:8]=[CH:9][CH:10]=1. The yield is 0.800. (5) The product is [OH:34][CH:10]([C:12]1[N:13]([C:21]([O:23][C:24]([CH3:27])([CH3:26])[CH3:25])=[O:22])[C:14]2[C:19]([CH:20]=1)=[CH:18][CH:17]=[CH:16][CH:15]=2)[CH2:11][OH:2]. The catalyst is CC(C)=O.C1COCC1.O=[Os](=O)(=O)=O. The reactants are C[O:2][N+]1(C)CCOCC1.[CH:10]([C:12]1[N:13]([C:21]([O:23][C:24]([CH3:27])([CH3:26])[CH3:25])=[O:22])[C:14]2[C:19]([CH:20]=1)=[CH:18][CH:17]=[CH:16][CH:15]=2)=[CH2:11].[O-]S([O-])=O.[Na+].[Na+].[OH2:34]. The yield is 0.690. (6) The reactants are Cl.[Br:2][C:3]1[CH:11]=[CH:10][C:6]([C:7]([OH:9])=[O:8])=[C:5]([NH:12]N)[CH:4]=1.[CH3:14][C:15](=O)[CH2:16][CH3:17]. The catalyst is C(O)(=O)C.CCOC(C)=O. The product is [Br:2][C:3]1[CH:11]=[CH:10][C:6]([C:7]([OH:9])=[O:8])=[C:5]2[C:4]=1[C:15]([CH3:14])=[C:16]([CH3:17])[NH:12]2. The yield is 0.790. (7) The reactants are [H-].[Na+].COP([CH2:9][C:10]1[CH:11]=[C:12]([CH:17]=[CH:18][CH:19]=1)[C:13]([O:15][CH3:16])=[O:14])(OC)=O.[Cl:20][C:21]1[CH:26]=[CH:25][CH:24]=[C:23]([Cl:27])[C:22]=1[N:28]1[C:32]([C:33]2[CH:40]=[CH:39][C:36]([CH:37]=O)=[CH:35][C:34]=2[CH3:41])=[CH:31][C:30]([C:42]([OH:45])([CH3:44])[CH3:43])=[N:29]1. The catalyst is C1COCC1. The product is [Cl:20][C:21]1[CH:26]=[CH:25][CH:24]=[C:23]([Cl:27])[C:22]=1[N:28]1[C:32]([C:33]2[CH:40]=[CH:39][C:36](/[CH:37]=[CH:9]/[C:10]3[CH:11]=[C:12]([CH:17]=[CH:18][CH:19]=3)[C:13]([O:15][CH3:16])=[O:14])=[CH:35][C:34]=2[CH3:41])=[CH:31][C:30]([C:42]([OH:45])([CH3:43])[CH3:44])=[N:29]1. The yield is 0.700.